Dataset: Full USPTO retrosynthesis dataset with 1.9M reactions from patents (1976-2016). Task: Predict the reactants needed to synthesize the given product. The reactants are: [N+:1]([C:4]1[CH:5]=[C:6]([CH:10]=[CH:11][CH:12]=1)[C:7](Cl)=[O:8])([O-:3])=[O:2].C(N(CC)CC)C.[CH3:20][N:21]1[CH2:25][CH2:24][CH2:23][C@H:22]1[CH2:26][OH:27]. Given the product [N+:1]([C:4]1[CH:5]=[C:6]([CH:10]=[CH:11][CH:12]=1)[C:7]([O:27][CH2:26][CH:22]1[CH2:23][CH2:24][CH2:25][N:21]1[CH3:20])=[O:8])([O-:3])=[O:2], predict the reactants needed to synthesize it.